The task is: Predict which catalyst facilitates the given reaction.. This data is from Catalyst prediction with 721,799 reactions and 888 catalyst types from USPTO. (1) Reactant: [CH2:1]([O:3][C:4]([C:6]1[NH:7][C:8]2[C:13]([C:14]=1I)=[CH:12][C:11]([C:16]1[CH:21]=[CH:20][C:19]([C:22]([CH3:25])([CH3:24])[CH3:23])=[CH:18][CH:17]=1)=[CH:10][CH:9]=2)=[O:5])[CH3:2].[CH:26]([O:29][C:30]1[CH:35]=[CH:34][C:33](B(O)O)=[CH:32][CH:31]=1)([CH3:28])[CH3:27].[O-]P([O-])([O-])=O.[K+].[K+].[K+].C([O-])(O)=O.[Na+]. Product: [CH2:1]([O:3][C:4]([C:6]1[NH:7][C:8]2[C:13]([C:14]=1[C:33]1[CH:34]=[CH:35][C:30]([O:29][CH:26]([CH3:28])[CH3:27])=[CH:31][CH:32]=1)=[CH:12][C:11]([C:16]1[CH:21]=[CH:20][C:19]([C:22]([CH3:25])([CH3:24])[CH3:23])=[CH:18][CH:17]=1)=[CH:10][CH:9]=2)=[O:5])[CH3:2]. The catalyst class is: 718. (2) Reactant: [Cl:1][C:2]1[CH:3]=[C:4]([OH:9])[CH:5]=[CH:6][C:7]=1[F:8].N1C=CC=CC=1.[C:16](OC(=O)C)(=[O:18])[CH3:17]. Product: [Cl:1][C:2]1[CH:3]=[C:4]([O:9][C:16](=[O:18])[CH3:17])[CH:5]=[CH:6][C:7]=1[F:8]. The catalyst class is: 2. (3) Reactant: [C:1]1([CH:7]2[O:11][N:10]=[C:9]([C:12]3[N:13]=[C:14]([CH:17]4[CH2:22][CH2:21][N:20]([C:23](Cl)=[N:24][C:25]5[CH:30]=[C:29]([CH3:31])[CH:28]=[CH:27][C:26]=5[CH3:32])[CH2:19][CH2:18]4)[S:15][CH:16]=3)[CH2:8]2)[CH:6]=[CH:5][CH:4]=[CH:3][CH:2]=1.[NH3:34]. Product: [C:1]1([CH:7]2[O:11][N:10]=[C:9]([C:12]3[N:13]=[C:14]([CH:17]4[CH2:22][CH2:21][N:20]([C:23](=[NH:34])[NH:24][C:25]5[CH:30]=[C:29]([CH3:31])[CH:28]=[CH:27][C:26]=5[CH3:32])[CH2:19][CH2:18]4)[S:15][CH:16]=3)[CH2:8]2)[CH:6]=[CH:5][CH:4]=[CH:3][CH:2]=1. The catalyst class is: 4. (4) Reactant: [CH2:1]([N:3]([CH2:27][CH3:28])[CH2:4][CH2:5][N:6]([CH2:21][CH:22](OC)[O:23]C)[C:7](=[O:20])[CH2:8][CH2:9][O:10][CH2:11][CH2:12][C:13]1[CH:18]=[CH:17][CH:16]=[C:15]([Cl:19])[CH:14]=1)[CH3:2].FC(F)(F)C(O)=O. Product: [CH2:27]([N:3]([CH2:1][CH3:2])[CH2:4][CH2:5][N:6]([CH2:21][CH:22]=[O:23])[C:7](=[O:20])[CH2:8][CH2:9][O:10][CH2:11][CH2:12][C:13]1[CH:18]=[CH:17][CH:16]=[C:15]([Cl:19])[CH:14]=1)[CH3:28]. The catalyst class is: 2. (5) Reactant: [O:1]([C:9]1[CH:17]=[C:16]2[C:12]([CH:13]=[CH:14][NH:15]2)=[CH:11][CH:10]=1)[Si:2]([C:5]([CH3:8])([CH3:7])[CH3:6])([CH3:4])[CH3:3].[C:18](O[C:18]([O:20][C:21]([CH3:24])([CH3:23])[CH3:22])=[O:19])([O:20][C:21]([CH3:24])([CH3:23])[CH3:22])=[O:19]. Product: [C:21]([O:20][C:18]([N:15]1[C:16]2[C:12](=[CH:11][CH:10]=[C:9]([O:1][Si:2]([C:5]([CH3:8])([CH3:7])[CH3:6])([CH3:4])[CH3:3])[CH:17]=2)[CH:13]=[CH:14]1)=[O:19])([CH3:24])([CH3:23])[CH3:22]. The catalyst class is: 112. (6) Reactant: [C:1]([O:5][C:6](=[O:19])[NH:7][C:8]1[CH:13]=[C:12]([CH:14]([F:16])[F:15])[CH:11]=[C:10]([Br:17])[C:9]=1[Cl:18])([CH3:4])([CH3:3])[CH3:2].C[Si]([N-][Si](C)(C)C)(C)C.[Na+].[CH3:30][O:31][C:32]1[CH:39]=[CH:38][C:35]([CH2:36]Cl)=[CH:34][CH:33]=1.[Li+].[Cl-]. Product: [C:1]([O:5][C:6](=[O:19])[N:7]([C:8]1[CH:13]=[C:12]([CH:14]([F:16])[F:15])[CH:11]=[C:10]([Br:17])[C:9]=1[Cl:18])[CH2:36][C:35]1[CH:38]=[CH:39][C:32]([O:31][CH3:30])=[CH:33][CH:34]=1)([CH3:4])([CH3:2])[CH3:3]. The catalyst class is: 31. (7) Reactant: [C:1]([O:5][C:6]([N:8]1[CH2:13][CH2:12][CH:11]([N:14]2[C:18]3=[N:19][CH:20]=[N:21][C:22](Cl)=[C:17]3[CH:16]=[N:15]2)[CH2:10][CH2:9]1)=[O:7])([CH3:4])([CH3:3])[CH3:2].[CH3:24][O:25][C:26]1[C:31]([OH:32])=[CH:30][CH:29]=[C:28]([O:33][CH3:34])[N:27]=1.C(=O)([O-])[O-].[K+].[K+].ClCCl. Product: [C:1]([O:5][C:6]([N:8]1[CH2:13][CH2:12][CH:11]([N:14]2[C:18]3=[N:19][CH:20]=[N:21][C:22]([O:32][C:31]4[C:26]([O:25][CH3:24])=[N:27][C:28]([O:33][CH3:34])=[CH:29][CH:30]=4)=[C:17]3[CH:16]=[N:15]2)[CH2:10][CH2:9]1)=[O:7])([CH3:4])([CH3:3])[CH3:2]. The catalyst class is: 35. (8) Product: [Cl:8][C:6]1[N:5]=[CH:4][C:3]2[N:9]=[C:14]([NH:13][CH:10]([CH3:12])[CH3:11])[S:15][C:2]=2[CH:7]=1. Reactant: Cl[C:2]1[CH:7]=[C:6]([Cl:8])[N:5]=[CH:4][C:3]=1[NH2:9].[CH:10]([N:13]=[C:14]=[S:15])([CH3:12])[CH3:11].[H-].[Na+]. The catalyst class is: 3.